From a dataset of Full USPTO retrosynthesis dataset with 1.9M reactions from patents (1976-2016). Predict the reactants needed to synthesize the given product. The reactants are: [CH3:1][C:2]1[C:19]([CH3:20])=[CH:18][C:5]2[NH:6][C:7]([C:9]3[CH:16]=[CH:15][C:12]([C:13]#[N:14])=[C:11]([F:17])[CH:10]=3)=[N:8][C:4]=2[CH:3]=1.Br[CH2:22][CH2:23][O:24][CH3:25].[H-].[Na+]. Given the product [F:17][C:11]1[CH:10]=[C:9]([C:7]2[N:6]([CH2:22][CH2:23][O:24][CH3:25])[C:5]3[CH:18]=[C:19]([CH3:20])[C:2]([CH3:1])=[CH:3][C:4]=3[N:8]=2)[CH:16]=[CH:15][C:12]=1[C:13]#[N:14], predict the reactants needed to synthesize it.